This data is from Forward reaction prediction with 1.9M reactions from USPTO patents (1976-2016). The task is: Predict the product of the given reaction. (1) Given the reactants Br[C:2]1[CH:7]=[CH:6][CH:5]=[CH:4][C:3]=1[CH2:8][CH2:9][O:10][CH:11]1[CH2:16][CH2:15][CH2:14][CH2:13][O:12]1.[B:17](OC(C)C)([O:22]C(C)C)[O:18]C(C)C.C([Li])CCC, predict the reaction product. The product is: [O:12]1[CH2:13][CH2:14][CH2:15][CH2:16][CH:11]1[O:10][CH2:9][CH2:8][C:3]1[CH:4]=[CH:5][CH:6]=[CH:7][C:2]=1[B:17]([OH:22])[OH:18]. (2) Given the reactants [CH2:1]([O:3][C:4]([C:6]1([C:9]2[CH:14]=[CH:13][C:12]([C:15]3[CH:20]=[CH:19][C:18]([C:21]4[S:22][C:23]([F:29])=[CH:24][C:25]=4C(O)=O)=[CH:17][C:16]=3[O:30][CH3:31])=[CH:11][CH:10]=2)[CH2:8][CH2:7]1)=[O:5])[CH3:2].C([N:34]([CH2:37]C)CC)C.C1(P(N=[N+]=[N-])(C2C=CC=CC=2)=[O:46])C=CC=CC=1.[F:56][C:57]1[CH:62]=[CH:61][C:60]([CH:63]([OH:65])[CH3:64])=[C:59]([CH3:66])[CH:58]=1, predict the reaction product. The product is: [CH2:1]([O:3][C:4]([C:6]1([C:9]2[CH:14]=[CH:13][C:12]([C:15]3[CH:20]=[CH:19][C:18]([C:21]4[S:22][C:23]([F:29])=[CH:24][C:25]=4[NH:34][C:37]([O:65][CH:63]([C:60]4[CH:61]=[CH:62][C:57]([F:56])=[CH:58][C:59]=4[CH3:66])[CH3:64])=[O:46])=[CH:17][C:16]=3[O:30][CH3:31])=[CH:11][CH:10]=2)[CH2:8][CH2:7]1)=[O:5])[CH3:2]. (3) Given the reactants C([NH:8][CH:9]1[CH2:15][CH2:14][C:13]2[CH:16]=[CH:17][CH:18]=[CH:19][C:12]=2[CH2:11][C:10]1=[N:20][OH:21])C1C=CC=CC=1.[ClH:22], predict the reaction product. The product is: [ClH:22].[NH2:8][CH:9]1[CH2:15][CH2:14][C:13]2[CH:16]=[CH:17][CH:18]=[CH:19][C:12]=2[CH2:11][C:10]1=[N:20][OH:21]. (4) Given the reactants [O:1]1[C:5]2[CH:6]=[CH:7][CH:8]=[C:9]([C:10]([CH3:21])([CH3:20])[CH2:11][C:12]([OH:19])([C:15]([F:18])([F:17])[F:16])[CH:13]=O)[C:4]=2[O:3][CH2:2]1.[NH2:22][C:23]1[CH:31]=[CH:30][CH:29]=[C:28]2[C:24]=1[CH2:25][NH:26][C:27]2=[O:32], predict the reaction product. The product is: [OH:19][C:12]1([C:15]([F:16])([F:17])[F:18])[CH2:11][C:10]([CH3:20])([CH3:21])[C:9]2[C:4]3[O:3][CH2:2][O:1][C:5]=3[CH:6]=[CH:7][C:8]=2[CH:13]1[NH:22][C:23]1[CH:31]=[CH:30][CH:29]=[C:28]2[C:24]=1[CH2:25][NH:26][C:27]2=[O:32]. (5) The product is: [F:1][C:2]1[CH:7]=[C:6]([OH:8])[CH:5]=[CH:4][C:3]=1[CH2:10][CH2:11][C:12]([O:14][CH2:15][CH3:16])=[O:13]. Given the reactants [F:1][C:2]1[CH:7]=[C:6]([O:8]C)[CH:5]=[CH:4][C:3]=1[CH2:10][CH2:11][C:12]([O:14][CH2:15][CH3:16])=[O:13].B(Br)(Br)Br, predict the reaction product. (6) The product is: [C:23]([O:26][C:27]([N:17]1[C:18]2[C:14](=[CH:13][CH:12]=[C:11]([N:7]3[C:8]([NH2:10])=[CH:9][C:5]([C:1]([CH3:4])([CH3:2])[CH3:3])=[N:6]3)[CH:19]=2)[CH:15]=[N:16]1)=[O:28])([CH3:25])([CH3:24])[CH3:22]. Given the reactants [C:1]([C:5]1[CH:9]=[C:8]([NH2:10])[N:7]([C:11]2[CH:19]=[C:18]3[C:14]([CH:15]=[N:16][NH:17]3)=[CH:13][CH:12]=2)[N:6]=1)([CH3:4])([CH3:3])[CH3:2].[OH-].[Na+].[CH3:22][C:23]([O:26][C:27](O[C:27]([O:26][C:23]([CH3:25])([CH3:24])[CH3:22])=[O:28])=[O:28])([CH3:25])[CH3:24], predict the reaction product.